The task is: Regression. Given a peptide amino acid sequence and an MHC pseudo amino acid sequence, predict their binding affinity value. This is MHC class II binding data.. This data is from Peptide-MHC class II binding affinity with 134,281 pairs from IEDB. (1) The peptide sequence is IGKMFEATARGARRM. The MHC is DRB1_0901 with pseudo-sequence DRB1_0901. The binding affinity (normalized) is 0.659. (2) The peptide sequence is GRSLRLSCAASGFTF. The MHC is HLA-DQA10101-DQB10501 with pseudo-sequence HLA-DQA10101-DQB10501. The binding affinity (normalized) is 0.229.